The task is: Predict the product of the given reaction.. This data is from Forward reaction prediction with 1.9M reactions from USPTO patents (1976-2016). (1) Given the reactants C[O:2][C:3]([C@:5]1([CH3:25])[C@H:9]([O:10][Si:11]([C:14]([CH3:17])([CH3:16])[CH3:15])([CH3:13])[CH3:12])[CH2:8][CH2:7][N:6]1[C:18]([O:20][C:21]([CH3:24])([CH3:23])[CH3:22])=[O:19])=O.[Li+].[B-](CC)(CC)CC, predict the reaction product. The product is: [C:21]([O:20][C:18]([N:6]1[CH2:7][CH2:8][C@@H:9]([O:10][Si:11]([C:14]([CH3:17])([CH3:16])[CH3:15])([CH3:13])[CH3:12])[C@:5]1([CH2:3][OH:2])[CH3:25])=[O:19])([CH3:24])([CH3:23])[CH3:22]. (2) Given the reactants N1N[N:3]=[N:4][C:5]=1[C:6]1[CH:7]=[N:8][C:9]2[C:14]([CH:15]=1)=[CH:13][CH:12]=[CH:11][CH:10]=2.[N:16]1[CH:21]=[CH:20][CH:19]=[CH:18][CH:17]=1.[C:22](Cl)(=[O:32])[C:23]1[CH:31]=[CH:30][CH:29]=[C:25]([C:26](Cl)=[O:27])[CH:24]=1.O, predict the reaction product. The product is: [N:16]1[C:21]2[C:20](=[CH:7][CH:6]=[CH:15][CH:14]=2)[CH:19]=[C:18]([C:5]2[O:32][C:22]([C:23]3[CH:31]=[CH:30][CH:29]=[C:25]([C:26]4[O:27][C:5]([C:6]5[CH:7]=[N:8][C:9]6[C:14]([CH:15]=5)=[CH:13][CH:12]=[CH:11][CH:10]=6)=[N:4][N:3]=4)[CH:24]=3)=[N:3][N:4]=2)[CH:17]=1. (3) Given the reactants [C:1]([O:5][C:6]([N:8]1[CH2:13][CH2:12][CH:11]([CH2:14][O:15][C:16]2[CH:17]=[CH:18][C:19]([C:22]3[CH:30]=[CH:29][C:25]([C:26]([OH:28])=O)=[CH:24][CH:23]=3)=[N:20][CH:21]=2)[CH2:10][CH2:9]1)=[O:7])([CH3:4])([CH3:3])[CH3:2].[CH3:31][O:32][CH2:33][CH2:34][NH2:35].C1C=CC2N(O)N=NC=2C=1.C(Cl)CCl.C(N(CC)CC)C, predict the reaction product. The product is: [CH3:31][O:32][CH2:33][CH2:34][NH:35][C:26]([C:25]1[CH:24]=[CH:23][C:22]([C:19]2[N:20]=[CH:21][C:16]([O:15][CH2:14][CH:11]3[CH2:12][CH2:13][N:8]([C:6]([O:5][C:1]([CH3:2])([CH3:4])[CH3:3])=[O:7])[CH2:9][CH2:10]3)=[CH:17][CH:18]=2)=[CH:30][CH:29]=1)=[O:28]. (4) Given the reactants [NH2:1][C:2]1[CH:7]=[CH:6][N:5]=[CH:4][CH:3]=1.P(=O)(O)(O)O.[N+]([O-])(O)=O.[N:17]([O-])=O.[Na+].[CH3:21][O:22][CH2:23][C:24](=[O:30])[CH2:25][C:26]([O:28][CH3:29])=[O:27].C([O-])(=O)C.[Na+], predict the reaction product. The product is: [CH3:21][O:22][CH2:23][C:24](=[O:30])[C:25](=[N:17][NH:1][C:2]1[CH:7]=[CH:6][N:5]=[CH:4][CH:3]=1)[C:26]([O:28][CH3:29])=[O:27]. (5) Given the reactants [N+:1]([C:4]1[CH:5]=[C:6]([N:10]=[C:11]=[O:12])[CH:7]=[CH:8][CH:9]=1)([O-:3])=[O:2].Cl.[CH3:14][O:15][C:16](=[O:19])[CH2:17][NH2:18].C(N(CC)CC)C, predict the reaction product. The product is: [CH3:14][O:15][C:16](=[O:19])[CH2:17][NH:18][C:11]([NH:10][C:6]1[CH:7]=[CH:8][CH:9]=[C:4]([N+:1]([O-:3])=[O:2])[CH:5]=1)=[O:12].